From a dataset of Experimentally validated miRNA-target interactions with 360,000+ pairs, plus equal number of negative samples. Binary Classification. Given a miRNA mature sequence and a target amino acid sequence, predict their likelihood of interaction. The miRNA is hsa-miR-6737-5p with sequence UUGGGGUGGUCGGCCCUGGAG. The protein sequence of the target gene is MLELLVASLSLALAFFALLDGWYLVRVPCAVLRARLLQPRVRDLLAEQRYAGRVLPSDLDLLLHMNNARYLREADVARAAHLTRCGVLGALRDLNAHTVLAASCARYRRSLRLFEPFEVHTRLQGWDDRAFYLEARFVSLRDGFVCALLRFRQHVLGTSPDRVVQHLCKRRVEPPELPEDLKHWISYNETSSQLLRAESGLSDRKDQ. Result: 0 (no interaction).